Dataset: Forward reaction prediction with 1.9M reactions from USPTO patents (1976-2016). Task: Predict the product of the given reaction. (1) Given the reactants [CH3:1][S:2](Cl)(=[O:4])=[O:3].[Cl:6][C:7]1[CH:8]=[CH:9][C:10]([S:38]([CH2:41][CH3:42])(=[O:40])=[O:39])=[C:11]([CH:37]=1)[CH2:12][N:13]1[C:22](=[O:23])[C:21]2[C:16](=[CH:17][C:18]([CH2:29][N:30]3[CH2:35][CH2:34][NH:33][CH2:32][CH2:31]3)=[C:19]([O:24][C:25]([F:28])([F:27])[F:26])[CH:20]=2)[NH:15][C:14]1=[O:36].CCN(C(C)C)C(C)C.O, predict the reaction product. The product is: [Cl:6][C:7]1[CH:8]=[CH:9][C:10]([S:38]([CH2:41][CH3:42])(=[O:39])=[O:40])=[C:11]([CH:37]=1)[CH2:12][N:13]1[C:22](=[O:23])[C:21]2[C:16](=[CH:17][C:18]([CH2:29][N:30]3[CH2:31][CH2:32][N:33]([S:2]([CH3:1])(=[O:4])=[O:3])[CH2:34][CH2:35]3)=[C:19]([O:24][C:25]([F:28])([F:26])[F:27])[CH:20]=2)[NH:15][C:14]1=[O:36]. (2) Given the reactants N1C2C=NC=NC=2C=N1.COC1C=CC(C[N:17]2[C:21]3=[N:22][C:23]([NH:26][C:27]4[CH:32]=[CH:31][C:30]([N:33]([S:38]([CH3:41])(=[O:40])=[O:39])[S:34]([CH3:37])(=[O:36])=[O:35])=[CH:29][CH:28]=4)=[N:24][CH:25]=[C:20]3[CH:19]=[N:18]2)=CC=1, predict the reaction product. The product is: [NH:17]1[C:21]2=[N:22][C:23]([NH:26][C:27]3[CH:32]=[CH:31][C:30]([N:33]([S:34]([CH3:37])(=[O:35])=[O:36])[S:38]([CH3:41])(=[O:40])=[O:39])=[CH:29][CH:28]=3)=[N:24][CH:25]=[C:20]2[CH:19]=[N:18]1. (3) Given the reactants ClC1C(F)=CC(F)=C(C=1)C(OC(C)(C)C)=O.[Br:17][C:18]1[CH:19]=[C:20]([CH:28]=[CH:29][C:30]=1F)[C:21]([O:23][C:24]([CH3:27])([CH3:26])[CH3:25])=[O:22].ClC1C=C(O)C=CC=1OC(F)(F)F.[Cl:45][C:46]1[CH:47]=[C:48]([OH:56])[CH:49]=[N:50][C:51]=1[O:52][CH:53]([CH3:55])[CH3:54], predict the reaction product. The product is: [Br:17][C:18]1[CH:19]=[C:20]([CH:28]=[CH:29][C:30]=1[O:56][C:48]1[CH:49]=[N:50][C:51]([O:52][CH:53]([CH3:55])[CH3:54])=[C:46]([Cl:45])[CH:47]=1)[C:21]([O:23][C:24]([CH3:27])([CH3:26])[CH3:25])=[O:22]. (4) Given the reactants [CH2:1]([S:3]([C:6]1[CH:7]=[CH:8][C:9]([CH2:12][NH2:13])=[N:10][CH:11]=1)(=[O:5])=[O:4])[CH3:2].CCN(C(C)C)C(C)C.CN(C(ON1N=NC2C=CC=NC1=2)=[N+](C)C)C.F[P-](F)(F)(F)(F)F.[C:47]([O:51][C:52]([N:54]1[CH2:62][C:61]2[C:56](=[CH:57][CH:58]=[C:59]([C:63](O)=[O:64])[CH:60]=2)[CH:55]1[CH:66]([CH3:68])[CH3:67])=[O:53])([CH3:50])([CH3:49])[CH3:48], predict the reaction product. The product is: [CH2:1]([S:3]([C:6]1[CH:7]=[CH:8][C:9]([CH2:12][NH:13][C:63]([C:59]2[CH:60]=[C:61]3[C:56](=[CH:57][CH:58]=2)[CH:55]([CH:66]([CH3:68])[CH3:67])[N:54]([C:52]([O:51][C:47]([CH3:49])([CH3:48])[CH3:50])=[O:53])[CH2:62]3)=[O:64])=[N:10][CH:11]=1)(=[O:4])=[O:5])[CH3:2]. (5) Given the reactants Cl[C:2]1[N:7]=[C:6]([C:8]([NH:10][C@@H:11]([C:15]2[CH:20]=[CH:19][C:18]([O:21][C:22]([F:25])([F:24])[F:23])=[CH:17][CH:16]=2)[CH2:12][O:13][CH3:14])=[O:9])[CH:5]=[C:4]([O:26]C)[N:3]=1.[CH3:28][CH:29]1[CH2:33][CH2:32][NH:31][CH2:30]1.C(N(CC)CC)C, predict the reaction product. The product is: [CH3:14][O:13][CH2:12][C@@H:11]([NH:10][C:8]([C:6]1[N:7]=[C:2]([N:31]2[CH2:32][CH2:33][CH:29]([CH3:28])[CH2:30]2)[NH:3][C:4](=[O:26])[CH:5]=1)=[O:9])[C:15]1[CH:16]=[CH:17][C:18]([O:21][C:22]([F:23])([F:25])[F:24])=[CH:19][CH:20]=1. (6) Given the reactants C[O:2][C:3](=[O:38])[C:4]1[CH:9]=[C:8]([C:10](=[O:26])[C:11]2[CH:16]=[CH:15][C:14]([N:17]([C:19]3[CH:24]=[CH:23][C:22]([Cl:25])=[CH:21][CH:20]=3)[CH3:18])=[CH:13][CH:12]=2)[CH:7]=[CH:6][C:5]=1[N:27]1[C:31]2[CH:32]=[C:33]([CH3:37])[C:34]([CH3:36])=[CH:35][C:30]=2[N:29]=[CH:28]1.[OH-].[Na+].CCO.Cl, predict the reaction product. The product is: [Cl:25][C:22]1[CH:21]=[CH:20][C:19]([N:17]([CH3:18])[C:14]2[CH:13]=[CH:12][C:11]([C:10]([C:8]3[CH:7]=[CH:6][C:5]([N:27]4[C:31]5[CH:32]=[C:33]([CH3:37])[C:34]([CH3:36])=[CH:35][C:30]=5[N:29]=[CH:28]4)=[C:4]([CH:9]=3)[C:3]([OH:38])=[O:2])=[O:26])=[CH:16][CH:15]=2)=[CH:24][CH:23]=1.